From a dataset of Full USPTO retrosynthesis dataset with 1.9M reactions from patents (1976-2016). Predict the reactants needed to synthesize the given product. (1) Given the product [Cl:1][C:2]1[CH:3]=[C:4]2[N:10]([CH3:11])[C:9](=[O:12])[N:8]([C@@H:13]3[CH2:17][CH2:16][NH:15][CH2:14]3)[C:5]2=[N:6][CH:7]=1.[ClH:25], predict the reactants needed to synthesize it. The reactants are: [Cl:1][C:2]1[CH:3]=[C:4]2[N:10]([CH3:11])[C:9](=[O:12])[N:8]([C@@H:13]3[CH2:17][CH2:16][N:15](C(OC(C)(C)C)=O)[CH2:14]3)[C:5]2=[N:6][CH:7]=1.[ClH:25].O1CCOCC1. (2) Given the product [CH3:59][S:56]([C:51]1[CH:52]=[CH:53][CH:54]=[CH:55][C:50]=1[CH2:49][N:34]1[N:33]=[C:31]2[N:32]=[C:27]([O:26][C@@H:25]([CH3:45])[C:24]([F:23])([F:46])[F:47])[N:28]=[C:29]([N:36]3[CH2:40][CH2:39][C@H:38]([NH:41][C:42](=[O:44])[CH3:43])[CH2:37]3)[C:30]2=[N:35]1)(=[O:57])=[O:58], predict the reactants needed to synthesize it. The reactants are: C(C1N=C(N2CCC(F)(F)C2)C2C(=NN(CC)N=2)N=1)(C)(C)C.[F:23][C:24]([F:47])([F:46])[C@H:25]([CH3:45])[O:26][C:27]1[N:28]=[C:29]([N:36]2[CH2:40][CH2:39][C@H:38]([NH:41][C:42](=[O:44])[CH3:43])[CH2:37]2)[C:30]2[N:35]=[N:34][NH:33][C:31]=2[N:32]=1.Br[CH2:49][C:50]1[CH:55]=[CH:54][CH:53]=[CH:52][C:51]=1[S:56]([CH3:59])(=[O:58])=[O:57].